The task is: Predict which catalyst facilitates the given reaction.. This data is from Catalyst prediction with 721,799 reactions and 888 catalyst types from USPTO. (1) Reactant: [F:1][C:2]1[CH:3]=[CH:4][C:5]2[N:6]([CH:8]=[C:9]([C:11]([NH:13][C@H:14]3[CH2:19][CH2:18][C@@H:17]([N:20]4[C:25](=[O:26])[C:24]5[CH:27]=[C:28]([F:31])[CH:29]=[N:30][C:23]=5[N:22]([C:32]5[CH:33]=[C:34]([C:38]6[CH:43]=[CH:42][C:41](C=O)=[CH:40][CH:39]=6)[CH:35]=[CH:36][CH:37]=5)[C:21]4=[O:46])[CH2:16][CH2:15]3)=[O:12])[N:10]=2)[CH:7]=1.[NH2:47][CH:48]([CH3:51])[CH2:49][OH:50].[C:52](O[BH-](OC(=O)C)OC(=O)C)(=O)C.[Na+]. Product: [F:1][C:2]1[CH:3]=[CH:4][C:5]2[N:6]([CH:8]=[C:9]([C:11]([NH:13][C@H:14]3[CH2:19][CH2:18][C@@H:17]([N:20]4[C:25](=[O:26])[C:24]5[CH:27]=[C:28]([F:31])[CH:29]=[N:30][C:23]=5[N:22]([C:32]5[CH:33]=[C:34]([C:38]6[CH:43]=[CH:42][C:41]([CH2:52][NH:47][C@H:48]([CH3:51])[CH2:49][OH:50])=[CH:40][CH:39]=6)[CH:35]=[CH:36][CH:37]=5)[C:21]4=[O:46])[CH2:16][CH2:15]3)=[O:12])[N:10]=2)[CH:7]=1. The catalyst class is: 417. (2) Product: [NH2:1][C:2]1[C:10]2[C:5](=[N:6][C:7]([C:11]3[CH:12]=[CH:13][C:14]([Cl:17])=[CH:15][CH:16]=3)=[CH:8][CH:9]=2)[S:4][C:3]=1[C:18]([NH:20][C:21]1[CH:26]=[CH:25][C:24]([S:27]([OH:30])(=[O:28])=[O:29])=[CH:23][CH:22]=1)=[O:19]. Reactant: [NH2:1][C:2]1[C:10]2[C:5](=[N:6][C:7]([C:11]3[CH:16]=[CH:15][C:14]([Cl:17])=[CH:13][CH:12]=3)=[CH:8][CH:9]=2)[S:4][C:3]=1[C:18]([NH:20][C:21]1[CH:26]=[CH:25][C:24]([S:27]([O:30]C2C=CC(C)=CC=2)(=[O:29])=[O:28])=[CH:23][CH:22]=1)=[O:19].[OH-].[Na+]. The catalyst class is: 72. (3) Reactant: Cl[C:2]1[N:7]=[CH:6][C:5]([O:8][CH2:9][C:10]2[CH:15]=[C:14]([O:16][CH3:17])[CH:13]=[C:12]([O:18][CH3:19])[C:11]=2[F:20])=[CH:4][N:3]=1.[NH2:21][C:22]1[CH:23]=[N:24][N:25]([CH2:27][CH2:28][OH:29])[CH:26]=1.C1(P(C2C=CC=CC=2)C2C3OC4C(=CC=CC=4P(C4C=CC=CC=4)C4C=CC=CC=4)C(C)(C)C=3C=CC=2)C=CC=CC=1.C(=O)([O-])[O-].[Cs+].[Cs+]. Product: [F:20][C:11]1[C:12]([O:18][CH3:19])=[CH:13][C:14]([O:16][CH3:17])=[CH:15][C:10]=1[CH2:9][O:8][C:5]1[CH:4]=[N:3][C:2]([NH:21][C:22]2[CH:23]=[N:24][N:25]([CH2:27][CH2:28][OH:29])[CH:26]=2)=[N:7][CH:6]=1. The catalyst class is: 552. (4) Product: [F:15][C:11]1[C:10]([O:16][CH2:17][C:18]2[CH:23]=[CH:22][CH:21]=[CH:20][CH:19]=2)=[C:9]([C:5]2[N:4]([CH2:24][CH2:25][C:26]3[CH:31]=[CH:30][CH:29]=[CH:28][CH:27]=3)[C:3](=[O:32])[C:2]([C:34]3[S:38][C:37]([C:39]4[N:40]=[C:41]([CH3:44])[S:42][CH:43]=4)=[CH:36][CH:35]=3)=[C:7]([CH3:8])[N:6]=2)[CH:14]=[CH:13][CH:12]=1. Reactant: Br[C:2]1[C:3](=[O:32])[N:4]([CH2:24][CH2:25][C:26]2[CH:31]=[CH:30][CH:29]=[CH:28][CH:27]=2)[C:5]([C:9]2[CH:14]=[CH:13][CH:12]=[C:11]([F:15])[C:10]=2[O:16][CH2:17][C:18]2[CH:23]=[CH:22][CH:21]=[CH:20][CH:19]=2)=[N:6][C:7]=1[CH3:8].Br[C:34]1[S:38][C:37]([C:39]2[N:40]=[C:41]([CH3:44])[S:42][CH:43]=2)=[CH:36][CH:35]=1.C[Sn](C)(C)[Sn](C)(C)C. The catalyst class is: 77. (5) Reactant: [NH2:1][CH2:2][CH2:3][CH2:4][CH2:5][CH2:6][C:7]([OH:9])=[O:8].[OH-].[Na+].Cl[C:13]([O:15][CH2:16][CH2:17][Cl:18])=[O:14].C(O)(=O)CC(CC(O)=O)(C(O)=O)O. Product: [Cl:18][CH2:17][CH2:16][O:15][C:13]([NH:1][CH2:2][CH2:3][CH2:4][CH2:5][CH2:6][C:7]([OH:9])=[O:8])=[O:14]. The catalyst class is: 12. (6) Reactant: [CH3:1][CH:2]([C:5]1[C:9]([CH2:10][CH2:11][CH2:12][OH:13])=[CH:8][N:7]([C:14]2[CH:19]=[CH:18][C:17]([C:20]([F:23])([F:22])[F:21])=[CH:16][N:15]=2)[N:6]=1)[CH2:3][CH3:4].O[C:25]1[C:30]([CH3:31])=[CH:29][CH:28]=[CH:27][C:26]=1[CH2:32][C:33]([O:35]C)=[O:34].C(P(CCCC)CCCC)CCC.N(C(N1CCCCC1)=O)=NC(N1CCCCC1)=O. Product: [CH3:31][C:30]1[C:25]([O:13][CH2:12][CH2:11][CH2:10][C:9]2[C:5]([CH:2]([CH3:1])[CH2:3][CH3:4])=[N:6][N:7]([C:14]3[CH:19]=[CH:18][C:17]([C:20]([F:23])([F:21])[F:22])=[CH:16][N:15]=3)[CH:8]=2)=[C:26]([CH2:32][C:33]([OH:35])=[O:34])[CH:27]=[CH:28][CH:29]=1. The catalyst class is: 7.